This data is from Forward reaction prediction with 1.9M reactions from USPTO patents (1976-2016). The task is: Predict the product of the given reaction. Given the reactants [N:1]1[CH:6]=[CH:5][CH:4]=[C:3](/[C:7](/[CH3:14])=[CH:8]/[C:9]([O:11][CH2:12][CH3:13])=[O:10])[CH:2]=1, predict the reaction product. The product is: [N:1]1[CH:6]=[CH:5][CH:4]=[C:3]([CH:7]([CH3:14])[CH2:8][C:9]([O:11][CH2:12][CH3:13])=[O:10])[CH:2]=1.